The task is: Predict the product of the given reaction.. This data is from Forward reaction prediction with 1.9M reactions from USPTO patents (1976-2016). (1) Given the reactants C[O:2][C:3]1[C:8]([CH3:9])=[CH:7][C:6]([CH2:10][C:11]#[N:12])=[C:5]([CH3:13])[CH:4]=1, predict the reaction product. The product is: [OH:2][C:3]1[C:8]([CH3:9])=[CH:7][C:6]([CH2:10][C:11]#[N:12])=[C:5]([CH3:13])[CH:4]=1. (2) The product is: [CH:13]1[C:9]2[CH:10]=[CH:11][C:12]3[CH:2]=[CH:3][CH:4]=[CH:5][C:6]=3[C:7](=[C:17]3[CH2:18][CH2:19][N:20]([C:23](=[O:26])[CH2:24][NH:25][C:35](=[O:36])[O:37][CH:38]([CH3:40])[CH3:39])[CH2:21][CH2:22]3)[C:8]=2[CH:16]=[CH:15][CH:14]=1. Given the reactants Cl.[CH:2]1[C:12]2[CH:11]=[CH:10][C:9]3[CH:13]=[CH:14][CH:15]=[CH:16][C:8]=3[C:7](=[C:17]3[CH2:22][CH2:21][N:20]([C:23](=[O:26])[CH2:24][NH2:25])[CH2:19][CH2:18]3)[C:6]=2[CH:5]=[CH:4][CH:3]=1.C(N(CC)CC)C.Cl[C:35]([O:37][CH:38]([CH3:40])[CH3:39])=[O:36], predict the reaction product. (3) Given the reactants Cl.[F:2][C:3]1([F:8])[CH2:7][CH2:6][NH:5][CH2:4]1.[CH:9]1([NH:12][C:13]([NH:15][C:16]2[CH:21]=[CH:20][C:19]([O:22][C:23]3[CH:28]=[CH:27][N:26]=[C:25]4[CH:29]=[C:30]([C:32]5[CH:37]=[CH:36][C:35]([CH:38]=O)=[CH:34][N:33]=5)[S:31][C:24]=34)=[C:18]([F:40])[CH:17]=2)=[O:14])[CH2:11][CH2:10]1.C(O)(=O)C.C(O[BH-](OC(=O)C)OC(=O)C)(=O)C.[Na+], predict the reaction product. The product is: [CH:9]1([NH:12][C:13]([NH:15][C:16]2[CH:21]=[CH:20][C:19]([O:22][C:23]3[CH:28]=[CH:27][N:26]=[C:25]4[CH:29]=[C:30]([C:32]5[CH:37]=[CH:36][C:35]([CH2:38][N:5]6[CH2:6][CH2:7][C:3]([F:8])([F:2])[CH2:4]6)=[CH:34][N:33]=5)[S:31][C:24]=34)=[C:18]([F:40])[CH:17]=2)=[O:14])[CH2:11][CH2:10]1.